This data is from Forward reaction prediction with 1.9M reactions from USPTO patents (1976-2016). The task is: Predict the product of the given reaction. Given the reactants [CH3:1][C:2]1[CH:7]=[CH:6][C:5]([C:8]2[O:9][C:10]([CH3:13])=[N:11][N:12]=2)=[CH:4][C:3]=1[C:14]1[CH:19]=[CH:18][C:17]([C:20]([OH:22])=O)=[CH:16][CH:15]=1.[CH3:23][NH:24][C:25](=[O:33])[C:26]1[CH:31]=[CH:30][CH:29]=[C:28]([NH2:32])[CH:27]=1, predict the reaction product. The product is: [CH3:1][C:2]1[CH:7]=[CH:6][C:5]([C:8]2[O:9][C:10]([CH3:13])=[N:11][N:12]=2)=[CH:4][C:3]=1[C:14]1[CH:15]=[CH:16][C:17]([C:20]([NH:32][C:28]2[CH:29]=[CH:30][CH:31]=[C:26]([C:25]([NH:24][CH3:23])=[O:33])[CH:27]=2)=[O:22])=[CH:18][CH:19]=1.